From a dataset of CYP2D6 inhibition data for predicting drug metabolism from PubChem BioAssay. Regression/Classification. Given a drug SMILES string, predict its absorption, distribution, metabolism, or excretion properties. Task type varies by dataset: regression for continuous measurements (e.g., permeability, clearance, half-life) or binary classification for categorical outcomes (e.g., BBB penetration, CYP inhibition). Dataset: cyp2d6_veith. (1) The drug is CCNc1ncc2nc(CCc3ccccc3)c(=O)n(-c3ccccc3)c2n1. The result is 1 (inhibitor). (2) The result is 0 (non-inhibitor). The drug is Cc1noc(COc2ccc(OCc3nc(C)no3)cc2)n1. (3) The drug is Cc1cnc(CNc2cc(-c3cccnc3)ncn2)cn1. The result is 0 (non-inhibitor). (4) The compound is COC(=O)N1CCC2(CC1)CCN(C(c1ccccc1)c1ccccc1)CC2. The result is 1 (inhibitor). (5) The compound is COc1ccccc1CN1CCC2(CC1)CCN(C(=O)c1ccncc1)CC2. The result is 1 (inhibitor). (6) The compound is c1cnc(N2CC3(CCNCC3)C2)nc1. The result is 0 (non-inhibitor).